From a dataset of Catalyst prediction with 721,799 reactions and 888 catalyst types from USPTO. Predict which catalyst facilitates the given reaction. (1) Reactant: [C:1]([NH:5][S:6]([C:9]1[S:10][CH:11]=[C:12]([C:14]2[N:19]=[C:18](O)[C:17]3=[C:21]([C:24]4[CH:29]=[CH:28][CH:27]=[CH:26][CH:25]=4)[CH:22]=[CH:23][N:16]3[N:15]=2)[N:13]=1)(=[O:8])=[O:7])([CH3:4])([CH3:3])[CH3:2].CN([P+](O[N:41]1N=[N:48][C:43]2[CH:44]=[CH:45][CH:46]=[CH:47][C:42]1=2)(N(C)C)N(C)C)C.F[P-](F)(F)(F)(F)F.C1CCN2C(=NCCC2)CC1.N1C=CC=CC=1CN. Product: [C:1]([NH:5][S:6]([C:9]1[S:10][CH:11]=[C:12]([C:14]2[N:19]=[C:18]([NH:41][CH2:42][C:47]3[CH:46]=[CH:45][CH:44]=[CH:43][N:48]=3)[C:17]3=[C:21]([C:24]4[CH:29]=[CH:28][CH:27]=[CH:26][CH:25]=4)[CH:22]=[CH:23][N:16]3[N:15]=2)[N:13]=1)(=[O:8])=[O:7])([CH3:4])([CH3:3])[CH3:2]. The catalyst class is: 47. (2) Reactant: [Cl:1][C:2]1[CH:3]=[C:4](/[CH:8]=[CH:9]\[CH2:10][CH2:11][N:12]2[C:16](=[O:17])[C:15]3=[CH:18][CH:19]=[CH:20][CH:21]=[C:14]3[C:13]2=[O:22])[CH:5]=[CH:6][CH:7]=1.II. Product: [Cl:1][C:2]1[CH:3]=[C:4](/[CH:8]=[CH:9]/[CH2:10][CH2:11][N:12]2[C:16](=[O:17])[C:15]3=[CH:18][CH:19]=[CH:20][CH:21]=[C:14]3[C:13]2=[O:22])[CH:5]=[CH:6][CH:7]=1. The catalyst class is: 11. (3) Reactant: [C:1]([O:4][CH:5]1[C:6]([OH:38])([CH3:37])[CH2:7][CH2:8][CH:9]([OH:36])[CH2:10][C:11]([O:13][CH:14](/[C:19](/[CH3:35])=[CH:20]/[CH:21]=[CH:22]/[CH:23]([CH3:34])[CH2:24][CH:25]2[O:33][CH:26]2[CH:27]([CH3:32])[CH:28]([OH:31])[CH2:29][CH3:30])[CH:15]([CH3:18])[CH:16]=[CH:17]1)=[O:12])(=[O:3])[CH3:2].CN(C1C=CC=CN=1)C.[S:48](Cl)([C:51]1[CH:57]=[CH:56][C:54]([CH3:55])=[CH:53][CH:52]=1)(=[O:50])=[O:49]. Product: [C:1]([O:4][CH:5]1[C:6]([OH:38])([CH3:37])[CH2:7][CH2:8][CH:9]([OH:36])[CH2:10][C:11]([O:13][CH:14](/[C:19](/[CH3:35])=[CH:20]/[CH:21]=[CH:22]/[CH:23]([CH3:34])[CH2:24][CH:25]2[O:33][CH:26]2[CH:27]([CH3:32])[CH:28]([O:31][S:48]([C:51]2[CH:57]=[CH:56][C:54]([CH3:55])=[CH:53][CH:52]=2)(=[O:50])=[O:49])[CH2:29][CH3:30])[CH:15]([CH3:18])[CH:16]=[CH:17]1)=[O:12])(=[O:3])[CH3:2]. The catalyst class is: 96.